Task: Predict the product of the given reaction.. Dataset: Forward reaction prediction with 1.9M reactions from USPTO patents (1976-2016) (1) Given the reactants [CH2:1]([CH:3]1[C:8]([C:9]2[CH:28]=[CH:27][C:12]3[N:13]=[C:14]([C:16]4[CH:21]=[CH:20][C:19]([O:22][CH2:23][C:24](=[O:26])[CH3:25])=[CH:18][CH:17]=4)[O:15][C:11]=3[CH:10]=2)=[N:7][NH:6][C:5](=[O:29])[CH2:4]1)[CH3:2].[BH4-].[Na+], predict the reaction product. The product is: [CH2:1]([CH:3]1[C:8]([C:9]2[CH:28]=[CH:27][C:12]3[N:13]=[C:14]([C:16]4[CH:17]=[CH:18][C:19]([O:22][CH2:23][CH:24]([OH:26])[CH3:25])=[CH:20][CH:21]=4)[O:15][C:11]=3[CH:10]=2)=[N:7][NH:6][C:5](=[O:29])[CH2:4]1)[CH3:2]. (2) Given the reactants [O:1]=[C:2]1[NH:7][CH2:6][CH2:5][N:4]([S:8]([C:11]2[CH:17]=[CH:16][C:14]([CH3:15])=[CH:13][CH:12]=2)(=[O:10])=[O:9])[C@@H:3]1[CH2:18][C:19]([OH:21])=O.[NH2:22][CH:23]1[CH2:32][CH2:31][CH2:30][C:29]2[N:28]=[C:27]([CH2:33][CH2:34][OH:35])[N:26]=[CH:25][C:24]1=2.C1C=CC2N(O)N=NC=2C=1.CCN=C=NCCCN(C)C, predict the reaction product. The product is: [OH:35][CH2:34][CH2:33][C:27]1[N:26]=[CH:25][C:24]2[CH:23]([NH:22][C:19](=[O:21])[CH2:18][C@@H:3]3[C:2](=[O:1])[NH:7][CH2:6][CH2:5][N:4]3[S:8]([C:11]3[CH:12]=[CH:13][C:14]([CH3:15])=[CH:16][CH:17]=3)(=[O:10])=[O:9])[CH2:32][CH2:31][CH2:30][C:29]=2[N:28]=1. (3) Given the reactants [O:1]1[C:5]2[CH:6]=[CH:7][CH:8]=[CH:9][C:4]=2[C:3]([CH2:10][O:11][C:12]2[CH:20]=[CH:19][CH:18]=[C:17]3[C:13]=2[CH:14]=[C:15]([C:21](O)=[O:22])[NH:16]3)=[CH:2]1.Cl.Cl.Cl.[NH2:27][CH:28]1[CH2:33][CH2:32][N:31]([CH2:34][C@@H:35]([N:37]2[CH2:42][CH2:41][CH:40]([OH:43])[CH2:39][CH2:38]2)[CH3:36])[CH2:30][CH2:29]1, predict the reaction product. The product is: [OH:43][CH:40]1[CH2:39][CH2:38][N:37]([C@@H:35]([CH3:36])[CH2:34][N:31]2[CH2:30][CH2:29][CH:28]([NH:27][C:21]([C:15]3[NH:16][C:17]4[C:13]([CH:14]=3)=[C:12]([O:11][CH2:10][C:3]3[C:4]5[CH:9]=[CH:8][CH:7]=[CH:6][C:5]=5[O:1][CH:2]=3)[CH:20]=[CH:19][CH:18]=4)=[O:22])[CH2:33][CH2:32]2)[CH2:42][CH2:41]1. (4) Given the reactants [F:1][C:2]([F:7])([F:6])[C:3]([OH:5])=[O:4].[CH3:8][CH:9]([O:11][C:12]1[N:20]=[C:19]2[C:15]([N:16]=[C:17]([O:27][CH3:28])[N:18]2C2CCCCO2)=[C:14]([NH2:29])[N:13]=1)[CH3:10], predict the reaction product. The product is: [F:1][C:2]([F:7])([F:6])[C:3]([OH:5])=[O:4].[CH3:10][CH:9]([O:11][C:12]1[NH:13][C:14]([NH2:29])=[C:15]2[C:19]([N:20]=1)=[N:18][C:17]([O:27][CH3:28])=[N:16]2)[CH3:8]. (5) Given the reactants [S:1]1[C:5]2[CH:6]=[CH:7][C:8]([C:10]([O:12]C)=[O:11])=[CH:9][C:4]=2[CH:3]=[N:2]1.[OH-].[Na+], predict the reaction product. The product is: [S:1]1[C:5]2[CH:6]=[CH:7][C:8]([C:10]([OH:12])=[O:11])=[CH:9][C:4]=2[CH:3]=[N:2]1. (6) Given the reactants C([O:3][C:4]([C:6]1[CH2:10][CH2:9][CH2:8][C:7]=1[N:11]1[C:15]2[CH:16]=[CH:17][CH:18]=[CH:19][C:14]=2[NH:13][C:12]1=[O:20])=[O:5])C.[C:21](=O)([O-])[O-].[K+].[K+].[I-].[NH4+].N1[C:37]2[C:32](=[CH:33][CH:34]=[CH:35][CH:36]=2)[CH:31]=C1.O.[CH3:39][N:40]([CH:42]=O)[CH3:41], predict the reaction product. The product is: [CH3:39][N:40]1[C:41]2[C:37](=[C:36]([CH3:21])[CH:35]=[CH:34][CH:33]=2)[C:32]([CH2:31][N:13]2[C:14]3[CH:19]=[CH:18][CH:17]=[CH:16][C:15]=3[N:11]([C:7]3[CH2:8][CH2:9][CH2:10][C:6]=3[C:4]([OH:3])=[O:5])[C:12]2=[O:20])=[CH:42]1.